Task: Predict which catalyst facilitates the given reaction.. Dataset: Catalyst prediction with 721,799 reactions and 888 catalyst types from USPTO (1) Reactant: [Na].[F:2][C:3]([F:21])([S:17]([OH:20])(=[O:19])=[O:18])[C:4]([O:6][CH:7]1[CH:14]2[CH2:15][CH:10]3[CH2:11][CH:12]([CH2:16][CH:8]1[CH2:9]3)[CH2:13]2)=[O:5].[Br-].[SH+:23]1[CH2:27][CH2:26][CH2:25][CH2:24]1.O. Product: [CH:8]12[CH2:9][CH:10]3[CH2:11][CH:12]([CH2:13][CH:14]([CH2:15]3)[CH:7]1[O:6][C:4]([C:3]([F:21])([F:2])[S:17]([O-:20])(=[O:18])=[O:19])=[O:5])[CH2:16]2.[SH+:23]1[CH2:27][CH2:26][CH2:25][CH2:24]1. The catalyst class is: 10. (2) Product: [CH2:1]([O:8][C:9](=[O:26])[NH:10][CH2:11][CH2:12][CH2:13][CH2:14][C:15]1[CH:20]=[CH:19][C:18]([O:21][CH2:22][CH:23]([OH:24])[CH2:25][NH2:27])=[CH:17][CH:16]=1)[C:2]1[CH:7]=[CH:6][CH:5]=[CH:4][CH:3]=1. Reactant: [CH2:1]([O:8][C:9](=[O:26])[NH:10][CH2:11][CH2:12][CH2:13][CH2:14][C:15]1[CH:20]=[CH:19][C:18]([O:21][CH2:22][CH:23]2[CH2:25][O:24]2)=[CH:17][CH:16]=1)[C:2]1[CH:7]=[CH:6][CH:5]=[CH:4][CH:3]=1.[NH3:27]. The catalyst class is: 8. (3) Reactant: [O:1]=[C:2]1[N:6](C(OCC)=O)[C:5]2[CH:12]=[CH:13][CH:14]=[CH:15][C:4]=2[N:3]1[C:16]([O:18][CH2:19][CH3:20])=[O:17].OC1NC2C=CC=CC=2N=1.C(=O)([O-])[O-].[K+].[K+]. Product: [O:1]=[C:2]1[N:3]([C:16]([O:18][CH2:19][CH3:20])=[O:17])[C:4]2[CH:15]=[CH:14][CH:13]=[CH:12][C:5]=2[NH:6]1. The catalyst class is: 10. (4) Reactant: [Br:1]N1C(=O)NC(=O)N(Br)C1=O.[CH:12]1([C:15]2[CH:22]=[CH:21][C:18]([CH:19]=[O:20])=[C:17]([OH:23])[C:16]=2[F:24])[CH2:14][CH2:13]1.S([O-])([O-])(=O)=S.[Na+].[Na+]. Product: [Br:1][C:22]1[C:15]([CH:12]2[CH2:13][CH2:14]2)=[C:16]([F:24])[C:17]([OH:23])=[C:18]([CH:21]=1)[CH:19]=[O:20]. The catalyst class is: 3. (5) Reactant: [NH2:1][C:2]1[NH:3][C:4](=[O:15])[C:5]([C:13]#[N:14])=[C:6]([C:8]2[O:9][CH:10]=[CH:11][CH:12]=2)[N:7]=1.C(C1C=CC=C(C(C)(C)C)N=1)(C)(C)C.[S:30](O[S:30]([C:33]([F:36])([F:35])[F:34])(=[O:32])=[O:31])([C:33]([F:36])([F:35])[F:34])(=[O:32])=[O:31]. Product: [NH2:1][C:2]1[N:3]=[C:4]([O:15][S:30]([C:33]([F:36])([F:35])[F:34])(=[O:32])=[O:31])[C:5]([C:13]#[N:14])=[C:6]([C:8]2[O:9][CH:10]=[CH:11][CH:12]=2)[N:7]=1. The catalyst class is: 4. (6) Reactant: [N+]([C:4]1[CH:33]=[CH:32][CH:31]=[CH:30][C:5]=1[C:6]([NH:8][CH:9]([C:11]1[N:16]=[N:15][C:14]([NH:17][C:18]2[CH:23]=[C:22]([O:24][CH3:25])[C:21]([O:26][CH3:27])=[C:20]([O:28][CH3:29])[CH:19]=2)=[N:13][CH:12]=1)[CH3:10])=[O:7])([O-])=O.NC(C1N=NC(NC2C=C(OC)C(OC)=C(OC)C=2)=NC=1)C.C(N(CC)CC)C.[F:63]C1C=CC(C(Cl)=O)=CC=1. Product: [F:63][C:32]1[CH:31]=[CH:30][C:5]([C:6]([NH:8][CH:9]([C:11]2[N:16]=[N:15][C:14]([NH:17][C:18]3[CH:23]=[C:22]([O:24][CH3:25])[C:21]([O:26][CH3:27])=[C:20]([O:28][CH3:29])[CH:19]=3)=[N:13][CH:12]=2)[CH3:10])=[O:7])=[CH:4][CH:33]=1. The catalyst class is: 4. (7) Reactant: [O:1]1[C:5]2[CH:6]=[CH:7][CH:8]=[CH:9][C:4]=2[CH:3]=[C:2]1[C:10]1[N:14]2[N:15]=[C:16](Cl)[CH:17]=[CH:18][C:13]2=[N:12][CH:11]=1.Cl.[NH2:21][C@@H:22]1[CH2:26][CH2:25][CH2:24][C@H:23]1[OH:27].C(=O)([O-])O.[Na+]. Product: [O:1]1[C:5]2[CH:6]=[CH:7][CH:8]=[CH:9][C:4]=2[CH:3]=[C:2]1[C:10]1[N:14]2[N:15]=[C:16]([NH:21][C@@H:22]3[CH2:26][CH2:25][CH2:24][C@H:23]3[OH:27])[CH:17]=[CH:18][C:13]2=[N:12][CH:11]=1. The catalyst class is: 51. (8) Reactant: [C:1]([O:5][C:6]([N:8]1[CH2:13][CH2:12][CH:11]([O:14][CH2:15][CH2:16][CH2:17][O:18][Si](C(C)(C)C)(C)C)[CH2:10][CH2:9]1)=[O:7])([CH3:4])([CH3:3])[CH3:2].[F-].C([N+](CCCC)(CCCC)CCCC)CCC. Product: [C:1]([O:5][C:6]([N:8]1[CH2:9][CH2:10][CH:11]([O:14][CH2:15][CH2:16][CH2:17][OH:18])[CH2:12][CH2:13]1)=[O:7])([CH3:4])([CH3:3])[CH3:2]. The catalyst class is: 1. (9) Reactant: C(OC(=O)[NH:7][C@@H:8]1[CH2:13][CH2:12][CH2:11][N:10]([C:14]2[N:22]([CH2:23][CH:24]=[C:25]([CH3:27])[CH3:26])[C:21]3[C:20](=[O:28])[N:19]([CH2:29][C:30]([C:32]4[CH:37]=[CH:36][CH:35]=[C:34]([O:38][CH3:39])[CH:33]=4)=[O:31])[CH:18]=[N:17][C:16]=3[C:15]=2[C:40]#[N:41])[CH2:9]1)(C)(C)C.C(O)(C(F)(F)F)=O. Product: [NH2:7][C@@H:8]1[CH2:13][CH2:12][CH2:11][N:10]([C:14]2[N:22]([CH2:23][CH:24]=[C:25]([CH3:27])[CH3:26])[C:21]3[C:20](=[O:28])[N:19]([CH2:29][C:30]([C:32]4[CH:37]=[CH:36][CH:35]=[C:34]([O:38][CH3:39])[CH:33]=4)=[O:31])[CH:18]=[N:17][C:16]=3[C:15]=2[C:40]#[N:41])[CH2:9]1. The catalyst class is: 2.